Task: Predict the reactants needed to synthesize the given product.. Dataset: Full USPTO retrosynthesis dataset with 1.9M reactions from patents (1976-2016) Given the product [C:1]([C:3]1[CH:4]=[C:5]([C:6]2[O:8][N:52]=[C:53]([C:54]3[CH:63]=[CH:62][CH:61]=[C:60]4[C:55]=3[CH:56]=[CH:57][N:58]=[C:59]4[CH2:64][CH2:65][C:66]([O:68][C:69]([CH3:72])([CH3:71])[CH3:70])=[O:67])[N:73]=2)[CH:9]=[CH:10][C:11]=1[O:12][CH2:13][C:14]([F:17])([F:16])[F:15])#[N:2], predict the reactants needed to synthesize it. The reactants are: [C:1]([C:3]1[CH:4]=[C:5]([CH:9]=[CH:10][C:11]=1[O:12][CH2:13][C:14]([F:17])([F:16])[F:15])[C:6]([OH:8])=O)#[N:2].CN(C(ON1N=NC2C=CC=NC1=2)=[N+](C)C)C.F[P-](F)(F)(F)(F)F.CCN(C(C)C)C(C)C.O[NH:52][C:53](=[NH:73])[C:54]1[CH:63]=[CH:62][CH:61]=[C:60]2[C:55]=1[CH:56]=[CH:57][N:58]=[C:59]2[CH2:64][CH2:65][C:66]([O:68][C:69]([CH3:72])([CH3:71])[CH3:70])=[O:67].